This data is from Full USPTO retrosynthesis dataset with 1.9M reactions from patents (1976-2016). The task is: Predict the reactants needed to synthesize the given product. Given the product [CH3:10][O:9][C:7](=[O:8])[C:6]([N:1]=[N+:2]=[N-:3])=[CH:18][C:17]1[CH:20]=[CH:21][C:22]([O:23][CH3:24])=[C:15]([O:14][CH2:13][CH2:12][Cl:11])[CH:16]=1, predict the reactants needed to synthesize it. The reactants are: [N-:1]=[N+:2]=[N-:3].[Na+].Cl[CH2:6][C:7]([O:9][CH3:10])=[O:8].[Cl:11][CH2:12][CH2:13][O:14][C:15]1[CH:16]=[C:17]([CH:20]=[CH:21][C:22]=1[O:23][CH3:24])[CH:18]=O.C[O-].[Na+].CO.